From a dataset of Full USPTO retrosynthesis dataset with 1.9M reactions from patents (1976-2016). Predict the reactants needed to synthesize the given product. (1) Given the product [CH3:19][O:18][CH2:17][O:16][CH2:15][C:14]1[C:9]2[S:8](=[O:21])(=[O:20])[N:7]=[C:6]([CH2:5][C:4]([OH:22])=[O:3])[NH:11][C:10]=2[S:12][CH:13]=1, predict the reactants needed to synthesize it. The reactants are: C([O:3][C:4](=[O:22])[CH2:5][C:6]1[NH:11][C:10]2[S:12][CH:13]=[C:14]([CH2:15][O:16][CH2:17][O:18][CH3:19])[C:9]=2[S:8](=[O:21])(=[O:20])[N:7]=1)C.O.[OH-].[Li+]. (2) The reactants are: [S:1]1[C:5]2[CH:6]=[C:7]([NH:10][C:11]3[N:16]=[C:15]([NH:17][C:18]([CH3:26])([C:20]4[CH:25]=[CH:24][CH:23]=[CH:22][CH:21]=4)[CH3:19])[N:14]=[C:13](Cl)[N:12]=3)[CH:8]=[CH:9][C:4]=2[N:3]=[CH:2]1.C([O-])=O.[NH4+].C(Cl)Cl. Given the product [S:1]1[C:5]2[CH:6]=[C:7]([NH:10][C:11]3[N:16]=[C:15]([NH:17][C:18]([CH3:26])([C:20]4[CH:21]=[CH:22][CH:23]=[CH:24][CH:25]=4)[CH3:19])[N:14]=[CH:13][N:12]=3)[CH:8]=[CH:9][C:4]=2[N:3]=[CH:2]1, predict the reactants needed to synthesize it. (3) Given the product [CH2:1]([O:8][C:15]1[N:14]=[C:13]([O:19][CH3:20])[C:12]([F:11])=[CH:17][CH:16]=1)[C:2]1[CH:7]=[CH:6][CH:5]=[CH:4][CH:3]=1, predict the reactants needed to synthesize it. The reactants are: [CH2:1]([OH:8])[C:2]1[CH:7]=[CH:6][CH:5]=[CH:4][CH:3]=1.[H-].[Na+].[F:11][C:12]1[C:13]([O:19][CH3:20])=[N:14][C:15](F)=[CH:16][CH:17]=1. (4) The reactants are: [CH2:1]1[C:12]2[C:11]3[C:6](=[C:7]([CH:13]=O)[CH:8]=[CH:9][CH:10]=3)[NH:5][C:4]=2[CH2:3][CH2:2]1.Cl.[NH2:16]O.[H-].[H-].[H-].[H-].[Li+].[Al+3].[O-]S([O-])(=O)=O.[Na+].[Na+]. Given the product [CH2:1]1[C:12]2[C:11]3[CH:10]=[CH:9][CH:8]=[C:7]([CH2:13][NH2:16])[C:6]=3[NH:5][C:4]=2[CH2:3][CH2:2]1, predict the reactants needed to synthesize it. (5) Given the product [NH2:25][CH:3]1[C:2](=[O:1])[N:8]([C:9]2[CH:14]=[CH:13][C:12]([Cl:36])=[CH:11][N:10]=2)[C:7]2[CH:15]=[CH:16][CH:17]=[CH:18][C:6]=2[C:5]([C:19]2[CH:24]=[CH:23][CH:22]=[CH:21][CH:20]=2)=[N:4]1, predict the reactants needed to synthesize it. The reactants are: [O:1]=[C:2]1[N:8]([C:9]2[CH:14]=[CH:13][CH:12]=[CH:11][N:10]=2)[C:7]2[CH:15]=[CH:16][CH:17]=[CH:18][C:6]=2[C:5]([C:19]2[CH:24]=[CH:23][CH:22]=[CH:21][CH:20]=2)=[N:4][CH:3]1[NH:25]C(=O)OCC1C=CC=CC=1.[Cl:36]C1C=CC(I)=NC=1. (6) Given the product [F:31][C:30]([F:33])([F:32])[C:28]([OH:34])=[O:29].[OH:26][C:18]1([C:22]([F:25])([F:23])[F:24])[CH2:19][CH2:20][CH2:21][CH:16]([NH:15][C:14]([C@@H:13]2[CH2:12][C@@H:11]3[C@@H:9]([CH2:10]3)[NH:8]2)=[O:27])[CH2:17]1, predict the reactants needed to synthesize it. The reactants are: C(OC([N:8]1[C@H:13]([C:14](=[O:27])[NH:15][CH:16]2[CH2:21][CH2:20][CH2:19][C:18]([OH:26])([C:22]([F:25])([F:24])[F:23])[CH2:17]2)[CH2:12][C@@H:11]2[C@H:9]1[CH2:10]2)=O)(C)(C)C.[C:28]([OH:34])([C:30]([F:33])([F:32])[F:31])=[O:29].